This data is from Forward reaction prediction with 1.9M reactions from USPTO patents (1976-2016). The task is: Predict the product of the given reaction. (1) Given the reactants CN(C)C=O.[C:6]([C:9]1[CH:17]=[CH:16][C:15]([F:18])=[C:14]2[C:10]=1[C:11]([F:30])([F:29])[C:12](=[O:28])[N:13]2[CH2:19][C:20]1[CH:25]=[CH:24][N:23]=[C:22]([C:26]#[N:27])[CH:21]=1)(=[O:8])[CH3:7].C(N(CC)CC)C.C(O)=O, predict the reaction product. The product is: [F:30][C:11]1([F:29])[C:10]2[C:14](=[C:15]([F:18])[CH:16]=[CH:17][C:9]=2[C@@H:6]([OH:8])[CH3:7])[N:13]([CH2:19][C:20]2[CH:25]=[CH:24][N:23]=[C:22]([C:26]#[N:27])[CH:21]=2)[C:12]1=[O:28]. (2) Given the reactants [C:1]([O:5][C:6]([NH:8][C@H:9]1[CH2:14][C:13]([C:15](O)=[O:16])=[CH:12][CH2:11][C@@H:10]1[C:18]1[CH:23]=[C:22]([F:24])[C:21]([F:25])=[CH:20][C:19]=1[F:26])=[O:7])([CH3:4])([CH3:3])[CH3:2].CCN=C=NCCCN(C)C.C1C=CC2N(O)N=NC=2C=1.C(N(C(C)C)CC)(C)C.Cl.[F:58][C:59]([F:70])([F:69])[C:60]1[N:61]=[C:62]2[CH2:67][NH:66][CH2:65][CH2:64][N:63]2[CH:68]=1, predict the reaction product. The product is: [C:1]([O:5][C:6](=[O:7])[NH:8][C@@H:9]1[C@@H:10]([C:18]2[CH:23]=[C:22]([F:24])[C:21]([F:25])=[CH:20][C:19]=2[F:26])[CH2:11][CH:12]=[C:13]([C:15]([N:66]2[CH2:65][CH2:64][N:63]3[CH:68]=[C:60]([C:59]([F:70])([F:58])[F:69])[N:61]=[C:62]3[CH2:67]2)=[O:16])[CH2:14]1)([CH3:3])([CH3:2])[CH3:4]. (3) The product is: [CH2:1]([O:8][C:9]([N:11]1[CH2:17][CH2:16][C:15](=[O:18])[N:14]([CH:24]([C:23]([O:22][CH3:21])=[O:36])[CH2:25][CH2:26][O:27][Si:28]([C:31]([CH3:34])([CH3:33])[CH3:32])([CH3:30])[CH3:29])[CH2:13][CH2:12]1)=[O:10])[C:2]1[CH:7]=[CH:6][CH:5]=[CH:4][CH:3]=1. Given the reactants [CH2:1]([O:8][C:9]([N:11]1[CH2:17][CH2:16][C:15](=[O:18])[NH:14][CH2:13][CH2:12]1)=[O:10])[C:2]1[CH:7]=[CH:6][CH:5]=[CH:4][CH:3]=1.[H-].[Na+].[CH3:21][O:22][C:23](=[O:36])[CH:24](I)[CH2:25][CH2:26][O:27][Si:28]([C:31]([CH3:34])([CH3:33])[CH3:32])([CH3:30])[CH3:29].S([O-])(O)(=O)=O.[K+], predict the reaction product. (4) Given the reactants [CH3:1][O:2][CH2:3][C:4]1[S:8][C:7]([NH2:9])=[N:6][N:5]=1.[N+:10]([C:13]1[CH:18]=[CH:17][C:16]([S:19](Cl)(=[O:21])=[O:20])=[CH:15][CH:14]=1)([O-:12])=[O:11], predict the reaction product. The product is: [CH3:1][O:2][CH2:3][C:4]1[S:8][C:7]([NH:9][S:19]([C:16]2[CH:15]=[CH:14][C:13]([N+:10]([O-:12])=[O:11])=[CH:18][CH:17]=2)(=[O:20])=[O:21])=[N:6][N:5]=1. (5) Given the reactants [C:1]([O:5][C:6](=[O:18])[NH:7][C:8]([C:11]1[CH:16]=[CH:15][CH:14]=[C:13](Br)[CH:12]=1)([CH3:10])[CH3:9])([CH3:4])([CH3:3])[CH3:2].C([Li])CCC.CCCCCC.Cl[C:31]([O:33][CH3:34])=[O:32].[Cl-].[NH4+], predict the reaction product. The product is: [C:1]([O:5][C:6]([NH:7][C:8]([C:11]1[CH:12]=[C:13]([CH:14]=[CH:15][CH:16]=1)[C:31]([O:33][CH3:34])=[O:32])([CH3:10])[CH3:9])=[O:18])([CH3:4])([CH3:3])[CH3:2].